Dataset: NCI-60 drug combinations with 297,098 pairs across 59 cell lines. Task: Regression. Given two drug SMILES strings and cell line genomic features, predict the synergy score measuring deviation from expected non-interaction effect. (1) Drug 1: CN(C)C1=NC(=NC(=N1)N(C)C)N(C)C. Drug 2: C1=CC=C(C(=C1)C(C2=CC=C(C=C2)Cl)C(Cl)Cl)Cl. Cell line: IGROV1. Synergy scores: CSS=7.36, Synergy_ZIP=0.0836, Synergy_Bliss=5.72, Synergy_Loewe=5.47, Synergy_HSA=5.42. (2) Drug 1: C1CCN(CC1)CCOC2=CC=C(C=C2)C(=O)C3=C(SC4=C3C=CC(=C4)O)C5=CC=C(C=C5)O. Drug 2: C1=NC(=NC(=O)N1C2C(C(C(O2)CO)O)O)N. Cell line: OVCAR-4. Synergy scores: CSS=2.55, Synergy_ZIP=-1.76, Synergy_Bliss=-2.66, Synergy_Loewe=-5.59, Synergy_HSA=-4.67. (3) Drug 1: CNC(=O)C1=CC=CC=C1SC2=CC3=C(C=C2)C(=NN3)C=CC4=CC=CC=N4. Drug 2: CC(C)NC(=O)C1=CC=C(C=C1)CNNC.Cl. Cell line: HOP-62. Synergy scores: CSS=-1.52, Synergy_ZIP=2.43, Synergy_Bliss=3.11, Synergy_Loewe=-0.401, Synergy_HSA=-0.916. (4) Drug 1: C1=CC=C(C(=C1)C(C2=CC=C(C=C2)Cl)C(Cl)Cl)Cl. Drug 2: COCCOC1=C(C=C2C(=C1)C(=NC=N2)NC3=CC=CC(=C3)C#C)OCCOC.Cl. Cell line: OVCAR-5. Synergy scores: CSS=4.42, Synergy_ZIP=-1.58, Synergy_Bliss=1.06, Synergy_Loewe=-8.20, Synergy_HSA=-1.54. (5) Drug 1: CS(=O)(=O)OCCCCOS(=O)(=O)C. Drug 2: C1CC(=O)NC(=O)C1N2C(=O)C3=CC=CC=C3C2=O. Cell line: PC-3. Synergy scores: CSS=-2.10, Synergy_ZIP=-0.769, Synergy_Bliss=-3.22, Synergy_Loewe=-1.64, Synergy_HSA=-5.26. (6) Drug 1: C1=CC=C(C=C1)NC(=O)CCCCCCC(=O)NO. Drug 2: CC1C(C(CC(O1)OC2CC(CC3=C2C(=C4C(=C3O)C(=O)C5=CC=CC=C5C4=O)O)(C(=O)C)O)N)O. Cell line: SN12C. Synergy scores: CSS=45.3, Synergy_ZIP=-6.15, Synergy_Bliss=-6.24, Synergy_Loewe=-3.15, Synergy_HSA=-2.20. (7) Drug 1: CN(C)C1=NC(=NC(=N1)N(C)C)N(C)C. Drug 2: CC1C(C(CC(O1)OC2CC(CC3=C2C(=C4C(=C3O)C(=O)C5=C(C4=O)C(=CC=C5)OC)O)(C(=O)CO)O)N)O.Cl. Cell line: IGROV1. Synergy scores: CSS=38.3, Synergy_ZIP=4.53, Synergy_Bliss=3.12, Synergy_Loewe=-23.1, Synergy_HSA=-0.704.